From a dataset of Drug-target binding data from BindingDB using Kd measurements. Regression. Given a target protein amino acid sequence and a drug SMILES string, predict the binding affinity score between them. We predict pKd (pKd = -log10(Kd in M); higher means stronger binding). Dataset: bindingdb_kd. (1) The drug is CO[C@H]1C=CC=C(C)C(=O)Nc2cc(O)c(N=CCN3CCCC3)c(c2O)C[C@@H](C)C[C@H](OC)[C@H](OC)[C@@H](C)/C=C(\C)[C@@H]1OC(N)=O. The target protein (P08238) has sequence MPEEVHHGEEEVETFAFQAEIAQLMSLIINTFYSNKEIFLRELISNASDALDKIRYESLTDPSKLDSGKELKIDIIPNPQERTLTLVDTGIGMTKADLINNLGTIAKSGTKAFMEALQAGADISMIGQFGVGFYSAYLVAEKVVVITKHNDDEQYAWESSAGGSFTVRADHGEPIGRGTKVILHLKEDQTEYLEERRVKEVVKKHSQFIGYPITLYLEKEREKEISDDEAEEEKGEKEEEDKDDEEKPKIEDVGSDEEDDSGKDKKKKTKKIKEKYIDQEELNKTKPIWTRNPDDITQEEYGEFYKSLTNDWEDHLAVKHFSVEGQLEFRALLFIPRRAPFDLFENKKKKNNIKLYVRRVFIMDSCDELIPEYLNFIRGVVDSEDLPLNISREMLQQSKILKVIRKNIVKKCLELFSELAEDKENYKKFYEAFSKNLKLGIHEDSTNRRRLSELLRYHTSQSGDEMTSLSEYVSRMKETQKSIYYITGESKEQVANSAFV.... The pKd is 6.0. (2) The compound is CNCc1ccccc1Sc1cccc2ccccc12. The target protein (P17181) has sequence MMVVLLGATTLVLVAVAPWVLSAAAGGKNLKSPQKVEVDIIDDNFILRWNRSDESVGNVTFSFDYQKTGMDNWIKLSGCQNITSTKCNFSSLKLNVYEEIKLRIRAEKENTSSWYEVDSFTPFRKAQIGPPEVHLEAEDKAIVIHISPGTKDSVMWALDGLSFTYSLVIWKNSSGVEERIENIYSRHKIYKLSPETTYCLKVKAALLTSWKIGVYSPVHCIKTTVENELPPPENIEVSVQNQNYVLKWDYTYANMTFQVQWLHAFLKRNPGNHLYKWKQIPDCENVKTTQCVFPQNVFQKGIYLLRVQASDGNNTSFWSEEIKFDTEIQAFLLPPVFNIRSLSDSFHIYIGAPKQSGNTPVIQDYPLIYEIIFWENTSNAERKIIEKKTDVTVPNLKPLTVYCVKARAHTMDEKLNKSSVFSDAVCEKTKPGNTSKIWLIVGICIALFALPFVIYAAKVFLRCINYVFFPSLKPSSSIDEYFSEQPLKNLLLSTSEEQIE.... The pKd is 5.4. (3) The compound is CC(C)n1nc(-c2cc3cc(O)ccc3[nH]2)c2c(N)ncnc21. The target is PFCDPK1(Pfalciparum). The pKd is 6.3.